This data is from Full USPTO retrosynthesis dataset with 1.9M reactions from patents (1976-2016). The task is: Predict the reactants needed to synthesize the given product. (1) Given the product [CH:1]1([N:6]2[C:10]3[CH:11]=[CH:12][C:13]([C:15]4[NH:41][C:25]([CH2:26][CH2:27][O:28][CH3:29])=[N:24][C:16]=4[C:17]4[CH:18]=[C:19]([CH3:23])[CH:20]=[CH:21][CH:22]=4)=[CH:14][C:9]=3[N:8]([CH3:32])[C:7]2=[O:33])[CH2:2][CH2:3][CH2:4][CH2:5]1, predict the reactants needed to synthesize it. The reactants are: [CH:1]1([N:6]2[C:10]3[CH:11]=[CH:12][C:13]([C:15](=O)[CH:16]([NH:24][C:25](=O)[CH2:26][CH2:27][O:28][CH3:29])[C:17]4[CH:18]=[C:19]([CH3:23])[CH:20]=[CH:21][CH:22]=4)=[CH:14][C:9]=3[N:8]([CH3:32])[C:7]2=[O:33])[CH2:5][CH2:4][CH2:3][CH2:2]1.FC(F)(F)C([O-])=O.[NH4+:41].CO. (2) Given the product [CH3:61][O:60][C:54]1[CH:55]=[C:56]([O:58][CH3:59])[CH:57]=[C:13]([O:12][CH3:11])[C:14]=1/[CH:15]=[CH:16]/[CH:17]([S:27]([CH:30](/[CH:40]=[CH:41]/[C:42]1[C:43]([O:52][CH3:53])=[CH:44][C:45]([O:50][CH3:51])=[CH:46][C:47]=1[O:48][CH3:49])[C:31]1[CH:36]=[CH:35][C:34]([O:37][CH3:38])=[C:33]([NH:39][C:8](=[O:9])[C:5]([O:4][C:1](=[O:3])[CH3:2])([CH3:7])[CH3:6])[CH:32]=1)(=[O:29])=[O:28])[C:18]1[CH:23]=[CH:22][C:21]([O:24][CH3:25])=[C:20]([NH:26][C:8](=[O:9])[C:5]([CH3:7])([O:4][C:1](=[O:3])[CH3:2])[CH3:6])[CH:19]=1, predict the reactants needed to synthesize it. The reactants are: [C:1]([O:4][C:5]([C:8](Cl)=[O:9])([CH3:7])[CH3:6])(=[O:3])[CH3:2].[CH3:11][O:12][C:13]1[CH:57]=[C:56]([O:58][CH3:59])[CH:55]=[C:54]([O:60][CH3:61])[C:14]=1/[CH:15]=[CH:16]/[CH:17]([S:27]([CH:30](/[CH:40]=[CH:41]/[C:42]1[C:47]([O:48][CH3:49])=[CH:46][C:45]([O:50][CH3:51])=[CH:44][C:43]=1[O:52][CH3:53])[C:31]1[CH:36]=[CH:35][C:34]([O:37][CH3:38])=[C:33]([NH2:39])[CH:32]=1)(=[O:29])=[O:28])[C:18]1[CH:23]=[CH:22][C:21]([O:24][CH3:25])=[C:20]([NH2:26])[CH:19]=1. (3) Given the product [C:16]([N:19]1[CH2:23][CH2:22][CH2:21][CH:20]1[C:24]1[C:25]([O:39][C:40]2[CH:45]=[CH:44][C:43]([S:1][CH2:2][CH2:3][OH:4])=[N:42][CH:41]=2)=[CH:26][C:27]2[N:31]=[C:30]([C:32]3[CH:37]=[CH:36][CH:35]=[CH:34][N:33]=3)[NH:29][C:28]=2[CH:38]=1)(=[O:18])[CH3:17], predict the reactants needed to synthesize it. The reactants are: [SH:1][CH2:2][CH2:3][OH:4].C(=O)([O-])[O-].[K+].[K+].CN(C)C=O.[C:16]([N:19]1[CH2:23][CH2:22][CH2:21][CH:20]1[C:24]1[C:25]([O:39][C:40]2[CH:41]=[N:42][C:43](Cl)=[CH:44][CH:45]=2)=[CH:26][C:27]2[N:31]=[C:30]([C:32]3[CH:37]=[CH:36][CH:35]=[CH:34][N:33]=3)[NH:29][C:28]=2[CH:38]=1)(=[O:18])[CH3:17]. (4) Given the product [C:26]([C:28]1[N:33]=[C:32]2[NH:34][CH:35]=[C:36](/[CH:37]=[C:7]3\[O:8][C:4]4[C:3]([CH2:12][N:13]5[CH2:14][CH2:15][N:16]([C:19]([O:21][C:22]([CH3:25])([CH3:24])[CH3:23])=[O:20])[CH2:17][CH2:18]5)=[C:2]([OH:1])[CH:11]=[CH:10][C:5]=4[C:6]\3=[O:9])[C:31]2=[CH:30][CH:29]=1)#[CH:27], predict the reactants needed to synthesize it. The reactants are: [OH:1][C:2]1[CH:11]=[CH:10][C:5]2[C:6](=[O:9])[CH2:7][O:8][C:4]=2[C:3]=1[CH2:12][N:13]1[CH2:18][CH2:17][N:16]([C:19]([O:21][C:22]([CH3:25])([CH3:24])[CH3:23])=[O:20])[CH2:15][CH2:14]1.[C:26]([C:28]1[N:33]=[C:32]2[NH:34][CH:35]=[C:36]([CH:37]=O)[C:31]2=[CH:30][CH:29]=1)#[CH:27]. (5) The reactants are: C[Si](C)(C)[NH:3][Si](C)(C)C.[CH3:10][O:11][C:12]1[CH:13]=[C:14]([C:18](=O)[CH2:19][CH3:20])[CH:15]=[CH:16][CH:17]=1.C(#N)[CH:23]([CH2:25][C:26]#[N:27])O. Given the product [CH3:10][O:11][C:12]1[CH:13]=[C:14]([C:18](=[C:25]([C:23]#[N:3])[C:26]#[N:27])[CH2:19][CH3:20])[CH:15]=[CH:16][CH:17]=1, predict the reactants needed to synthesize it. (6) The reactants are: BrC1C=CC([CH2:6][N:7]([CH2:18][CH:19]([O:22][CH3:23])[O:20][CH3:21])[S:8]([C:11]2[CH:16]=[CH:15][C:14]([CH3:17])=[CH:13][CH:12]=2)(=[O:10])=[O:9])=CC=1.[F:26][C:27]1[CH:40]=[CH:39][C:30](CNCC(OC)OC)=[CH:29][C:28]=1[Br:41]. Given the product [F:26][C:27]1[CH:40]=[CH:39][C:30]([CH2:6][N:7]([CH2:18][CH:19]([O:22][CH3:23])[O:20][CH3:21])[S:8]([C:11]2[CH:16]=[CH:15][C:14]([CH3:17])=[CH:13][CH:12]=2)(=[O:9])=[O:10])=[CH:29][C:28]=1[Br:41], predict the reactants needed to synthesize it. (7) Given the product [CH3:19][O:18][C:16]([C@H:15]1[CH2:23][CH2:24][C@H:12]([O:11][C:8]2[CH:7]=[CH:6][C:5]([C:3]([OH:4])=[O:2])=[CH:10][CH:9]=2)[CH2:13][CH2:14]1)=[O:17], predict the reactants needed to synthesize it. The reactants are: C[O:2][C:3]([C@H:5]1[CH2:10][CH2:9][C@H:8]([O:11][C:12]2[CH:24]=[CH:23][C:15]([C:16]([O:18][C:19](C)(C)C)=[O:17])=[CH:14][CH:13]=2)[CH2:7][CH2:6]1)=[O:4].FC(F)(F)C(O)=O.